Dataset: Forward reaction prediction with 1.9M reactions from USPTO patents (1976-2016). Task: Predict the product of the given reaction. (1) Given the reactants [CH:1]1([CH2:4][O:5][C:6]2[CH:14]=[CH:13][C:9]3[O:10][CH2:11][O:12][C:8]=3[C:7]=2[C:15]2[C:16]3[NH:23][CH:22]=[C:21]([C:24](O)=[O:25])[C:17]=3[N:18]=[CH:19][N:20]=2)[CH2:3][CH2:2]1.[C:27]([O:31][C:32](=[O:41])[NH:33][C@H:34]1[CH2:39][CH2:38][C@H:37]([NH2:40])[CH2:36][CH2:35]1)([CH3:30])([CH3:29])[CH3:28], predict the reaction product. The product is: [C:27]([O:31][C:32](=[O:41])[NH:33][C@H:34]1[CH2:35][CH2:36][C@H:37]([NH:40][C:24]([C:21]2[C:17]3[N:18]=[CH:19][N:20]=[C:15]([C:7]4[C:8]5[O:12][CH2:11][O:10][C:9]=5[CH:13]=[CH:14][C:6]=4[O:5][CH2:4][CH:1]4[CH2:3][CH2:2]4)[C:16]=3[NH:23][CH:22]=2)=[O:25])[CH2:38][CH2:39]1)([CH3:30])([CH3:28])[CH3:29]. (2) Given the reactants [Cl:1][C:2]1[CH:3]=[C:4]([N:9]([CH2:33][C:34]2[CH:39]=[CH:38][C:37]([O:40][CH3:41])=[C:36]([O:42][CH3:43])[CH:35]=2)[C:10]2[C:19]3[C:14](=[CH:15][C:16]([O:23][CH2:24][CH2:25][CH2:26][N:27]4[CH2:32][CH2:31][O:30][CH2:29][CH2:28]4)=[C:17]([N+:20]([O-])=O)[CH:18]=3)[N:13]=[CH:12][N:11]=2)[CH:5]=[CH:6][C:7]=1[F:8].[H][H], predict the reaction product. The product is: [Cl:1][C:2]1[CH:3]=[C:4]([N:9]([CH2:33][C:34]2[CH:39]=[CH:38][C:37]([O:40][CH3:41])=[C:36]([O:42][CH3:43])[CH:35]=2)[C:10]2[C:19]3[C:14](=[CH:15][C:16]([O:23][CH2:24][CH2:25][CH2:26][N:27]4[CH2:32][CH2:31][O:30][CH2:29][CH2:28]4)=[C:17]([NH2:20])[CH:18]=3)[N:13]=[CH:12][N:11]=2)[CH:5]=[CH:6][C:7]=1[F:8]. (3) Given the reactants [CH:1]1([CH2:4][O:5][C:6]2[CH:14]=[CH:13][C:12]([S:15]([CH3:18])(=[O:17])=[O:16])=[CH:11][C:7]=2[C:8]([OH:10])=O)[CH2:3][CH2:2]1.FC(F)(F)C(O)=O.[F:26][C:27]([F:40])([F:39])[C:28]1[S:32][C:31]([N:33]2[CH2:38][CH2:37][NH:36][CH2:35][CH2:34]2)=[N:30][N:29]=1, predict the reaction product. The product is: [CH:1]1([CH2:4][O:5][C:6]2[CH:14]=[CH:13][C:12]([S:15]([CH3:18])(=[O:17])=[O:16])=[CH:11][C:7]=2[C:8]([N:36]2[CH2:35][CH2:34][N:33]([C:31]3[S:32][C:28]([C:27]([F:39])([F:26])[F:40])=[N:29][N:30]=3)[CH2:38][CH2:37]2)=[O:10])[CH2:2][CH2:3]1.